From a dataset of NCI-60 drug combinations with 297,098 pairs across 59 cell lines. Regression. Given two drug SMILES strings and cell line genomic features, predict the synergy score measuring deviation from expected non-interaction effect. (1) Drug 1: CS(=O)(=O)C1=CC(=C(C=C1)C(=O)NC2=CC(=C(C=C2)Cl)C3=CC=CC=N3)Cl. Drug 2: CN(CC1=CN=C2C(=N1)C(=NC(=N2)N)N)C3=CC=C(C=C3)C(=O)NC(CCC(=O)O)C(=O)O. Cell line: MOLT-4. Synergy scores: CSS=49.3, Synergy_ZIP=-0.481, Synergy_Bliss=0.0934, Synergy_Loewe=-36.5, Synergy_HSA=-0.417. (2) Drug 1: C1CCC(CC1)NC(=O)N(CCCl)N=O. Drug 2: C1CC(C1)(C(=O)O)C(=O)O.[NH2-].[NH2-].[Pt+2]. Cell line: A498. Synergy scores: CSS=13.4, Synergy_ZIP=-4.88, Synergy_Bliss=-2.33, Synergy_Loewe=-3.14, Synergy_HSA=-2.16. (3) Drug 1: CCN(CC)CCNC(=O)C1=C(NC(=C1C)C=C2C3=C(C=CC(=C3)F)NC2=O)C. Drug 2: CCC1=C2N=C(C=C(N2N=C1)NCC3=C[N+](=CC=C3)[O-])N4CCCCC4CCO. Cell line: HT29. Synergy scores: CSS=76.9, Synergy_ZIP=11.3, Synergy_Bliss=12.0, Synergy_Loewe=8.11, Synergy_HSA=14.9.